Dataset: Full USPTO retrosynthesis dataset with 1.9M reactions from patents (1976-2016). Task: Predict the reactants needed to synthesize the given product. (1) Given the product [ClH:19].[CH3:18][N:2]([CH3:1])[C:3]([CH:6]1[CH2:10][CH2:9][NH:8][CH2:7]1)([CH3:5])[CH3:4], predict the reactants needed to synthesize it. The reactants are: [CH3:1][N:2]([CH3:18])[C:3]([CH:6]1[CH2:10][CH2:9][N:8](CC2C=CC=CC=2)[CH2:7]1)([CH3:5])[CH3:4].[ClH:19]. (2) The reactants are: [Cl:1][C:2]1[CH:7]=[CH:6][C:5]([C:8](=[N:16][NH2:17])[C:9]2[CH:14]=[CH:13][C:12]([Cl:15])=[CH:11][CH:10]=2)=[CH:4][CH:3]=1. Given the product [N+:16](=[C:8]([C:5]1[CH:6]=[CH:7][C:2]([Cl:1])=[CH:3][CH:4]=1)[C:9]1[CH:10]=[CH:11][C:12]([Cl:15])=[CH:13][CH:14]=1)=[N-:17], predict the reactants needed to synthesize it. (3) Given the product [C:1]([O:18][CH2:19][C@H:20]([OH:29])[C@@H:21]1[C:22]([OH:28])=[C:23]([O:27][S:37]([C:40]2[CH:46]=[CH:45][C:43]([CH3:44])=[CH:42][CH:41]=2)(=[O:39])=[O:38])[C:24](=[O:25])[O:26]1)(=[O:17])[CH2:2][CH2:3][CH2:4][CH2:5][CH2:6][CH2:7][CH2:8][CH2:9][CH2:10][CH2:11][CH2:12][CH2:13][CH2:14][CH2:15][CH3:16], predict the reactants needed to synthesize it. The reactants are: [C:1]([O:18][CH2:19][C@H:20]([OH:29])[C@H:21]1[O:26][C:24](=[O:25])[C:23]([OH:27])=[C:22]1[OH:28])(=[O:17])[CH2:2][CH2:3][CH2:4][CH2:5][CH2:6][CH2:7][CH2:8][CH2:9][CH2:10][CH2:11][CH2:12][CH2:13][CH2:14][CH2:15][CH3:16].C1(C)C=CC=CC=1.[S:37](Cl)([C:40]1[CH:46]=[CH:45][C:43]([CH3:44])=[CH:42][CH:41]=1)(=[O:39])=[O:38]. (4) The reactants are: [Br:1][C:2]1[CH:7]=[CH:6][C:5]([NH:8][C:9]([C:11]2[CH:16]=[CH:15][CH:14]=[CH:13][N:12]=2)=[O:10])=[C:4]([C:17]#[N:18])[CH:3]=1.N.[H][H]. Given the product [NH2:18][CH2:17][C:4]1[CH:3]=[C:2]([Br:1])[CH:7]=[CH:6][C:5]=1[NH:8][C:9]([C:11]1[CH:16]=[CH:15][CH:14]=[CH:13][N:12]=1)=[O:10], predict the reactants needed to synthesize it. (5) Given the product [F:35][C:32]([F:33])([F:34])[C:29]1[CH:30]=[CH:31][C:26](/[CH:25]=[CH:24]/[C:21]2[O:22][CH:23]=[C:19]([CH2:18][O:16][C:13]3[CH:12]=[CH:11][C:10]([CH2:9][CH2:8][CH2:7][CH2:6][N:1]4[CH:5]=[CH:4][N:3]=[N:2]4)=[CH:15][CH:14]=3)[N:20]=2)=[CH:27][CH:28]=1, predict the reactants needed to synthesize it. The reactants are: [N:1]1([CH2:6][CH2:7][CH2:8][CH2:9][C:10]2[CH:15]=[CH:14][C:13]([OH:16])=[CH:12][CH:11]=2)[CH:5]=[CH:4][N:3]=[N:2]1.Cl[CH2:18][C:19]1[N:20]=[C:21](/[CH:24]=[CH:25]/[C:26]2[CH:31]=[CH:30][C:29]([C:32]([F:35])([F:34])[F:33])=[CH:28][CH:27]=2)[O:22][CH:23]=1.C(=O)([O-])[O-].[K+].[K+].O. (6) Given the product [F:35][C:2]([F:1])([F:34])[O:3][C:4]1[CH:5]=[C:6]([NH:10][C:11]([C@@H:13]2[CH2:17][CH2:16][C@H:15]([C:18]([CH3:26])([CH3:25])[O:19][SiH2:20][C:21]([CH3:22])([CH3:24])[CH3:23])[NH:14]2)=[O:12])[CH:7]=[CH:8][CH:9]=1, predict the reactants needed to synthesize it. The reactants are: [F:1][C:2]([F:35])([F:34])[O:3][C:4]1[CH:5]=[C:6]([NH:10][C:11]([C@@H:13]2[CH2:17][CH2:16][C@H:15]([C:18]([CH3:26])([CH3:25])[O:19][SiH2:20][C:21]([CH3:24])([CH3:23])[CH3:22])[N:14]2CC2C=CC=CC=2)=[O:12])[CH:7]=[CH:8][CH:9]=1. (7) The reactants are: [NH2:1][C:2]1[C:3]2[CH:13]=[CH:12][C:11]([F:14])=[CH:10][C:4]=2[S:5][C:6]=1C(O)=O.[NH:15]1[CH2:21][CH2:20][CH2:19]N[CH2:17][CH2:16]1.O.C1(C)C=CC(S(O)(=O)=O)=CC=1. Given the product [F:14][C:11]1[CH:12]=[CH:13][C:3]2[C:2]([N:1]3[CH2:19][CH2:20][CH2:21][NH:15][CH2:16][CH2:17]3)=[CH:6][S:5][C:4]=2[CH:10]=1, predict the reactants needed to synthesize it.